Dataset: M1 muscarinic receptor antagonist screen with 61,756 compounds. Task: Binary Classification. Given a drug SMILES string, predict its activity (active/inactive) in a high-throughput screening assay against a specified biological target. (1) The drug is s1c2c(n(c(c2)C(OCC(=O)NCc2occc2)=O)C)cc1. The result is 0 (inactive). (2) The drug is O=c1n2c(nc3n(c(cc13)C(=O)NCCCOCC)C)c(ccc2)C. The result is 0 (inactive). (3) The molecule is Clc1c(c2onc(n2)c2cccnc2)cccc1. The result is 0 (inactive). (4) The drug is S(=O)(=O)(N(CC)CC)c1ccc(NC2N(Cc3cc4OCOc4cc3)C(=O)c3c2cccc3)cc1. The result is 0 (inactive). (5) The compound is O=c1n([nH]c(=O)c2c1cccc2)CC(=O)NCc1cccnc1. The result is 0 (inactive). (6) The molecule is O=c1[nH]c(=O)n(c(N)c1N1CCCCC1)c1ccccc1. The result is 0 (inactive). (7) The molecule is s1c2c([nH]c(nc2=O)CS\C(NC)=N\C)cc1. The result is 0 (inactive).